This data is from Catalyst prediction with 721,799 reactions and 888 catalyst types from USPTO. The task is: Predict which catalyst facilitates the given reaction. (1) Reactant: [CH2:1]([CH2:4][NH:5][CH2:6][CH2:7][CH2:8][NH2:9])[CH2:2][NH2:3].[F:10][C:11]([F:18])([F:17])[C:12]([O:14]CC)=O. Product: [F:18][C:11]([F:10])([F:17])[C:12]([NH:3][CH2:2][CH2:1][CH2:4][NH:5][CH2:6][CH2:7][CH2:8][NH:9][C:12](=[O:14])[C:11]([F:18])([F:17])[F:10])=[O:14]. The catalyst class is: 7. (2) Reactant: [F:1][C:2]([F:11])([F:10])[C:3]1[CH:8]=[CH:7][CH:6]=[CH:5][C:4]=1[OH:9].[C:12](=O)([O-])[O-].[K+].[K+].IC. The catalyst class is: 21. Product: [F:1][C:2]([F:10])([F:11])[C:3]1[CH:8]=[CH:7][CH:6]=[CH:5][C:4]=1[O:9][CH3:12]. (3) Reactant: [C:1]1(P(C2C=CC=CC=2)C2C=CC=CC=2)C=CC=CC=1.N(C(OC(C)C)=O)=NC(OC(C)C)=O.[CH3:34][C:35]1[C:39]2[CH:40]=[C:41]([OH:44])[CH:42]=[CH:43][C:38]=2[O:37][C:36]=1[C:45]([O:47][CH2:48][CH3:49])=[O:46].[C:50]([N:57]1[CH2:62][CH2:61][O:60][CH2:59][CH:58]1C(O)=O)([O:52][C:53]([CH3:56])([CH3:55])[CH3:54])=[O:51]. Product: [CH3:34][C:35]1[C:39]2[CH:40]=[C:41]([O:44][CH2:1][CH:59]3[O:60][CH2:61][CH2:62][N:57]([C:50]([O:52][C:53]([CH3:54])([CH3:55])[CH3:56])=[O:51])[CH2:58]3)[CH:42]=[CH:43][C:38]=2[O:37][C:36]=1[C:45]([O:47][CH2:48][CH3:49])=[O:46]. The catalyst class is: 4. (4) Reactant: CC(C)([O-])C.[K+].C(C1C=CC=CC=1)(=O)C1C=CC=CC=1.[CH3:21][N:22]1[C@@H:38]2[CH2:39][C:27]3[CH:28]=[CH:29][C:30]([O:41][CH3:42])=[C:31]4[O:32][C@H:33]5[C@@H:34]([OH:40])[CH2:35][CH2:36][C@@H:37]2[C@:25]5([C:26]=34)[CH2:24][CH2:23]1.Cl. Product: [CH3:21][N:22]1[C@@H:38]2[CH2:39][C:27]3[CH:28]=[CH:29][C:30]([O:41][CH3:42])=[C:31]4[O:32][C@H:33]5[C:34]([CH2:35][CH2:36][C@@H:37]2[C@:25]5([C:26]=34)[CH2:24][CH2:23]1)=[O:40]. The catalyst class is: 48. (5) Reactant: [F:1][C:2]([F:29])([F:28])[CH:3]([C:19]1[CH:24]=[C:23]([Cl:25])[C:22]([Cl:26])=[C:21]([Cl:27])[CH:20]=1)/[CH:4]=[CH:5]/[C:6]1[CH:14]=[CH:13][C:9]([C:10](O)=[O:11])=[C:8]([C:15]([F:18])([F:17])[F:16])[CH:7]=1.[C:30]([O:34][C:35](=[O:41])[N:36]([CH2:38][CH2:39][NH2:40])[CH3:37])([CH3:33])([CH3:32])[CH3:31].O.N1(O)C2C=CC=CC=2N=N1.C(N(C(C)C)C(C)C)C. Product: [CH3:37][N:36]([CH2:38][CH2:39][NH:40][C:10](=[O:11])[C:9]1[CH:13]=[CH:14][C:6](/[CH:5]=[CH:4]/[CH:3]([C:19]2[CH:20]=[C:21]([Cl:27])[C:22]([Cl:26])=[C:23]([Cl:25])[CH:24]=2)[C:2]([F:29])([F:1])[F:28])=[CH:7][C:8]=1[C:15]([F:16])([F:18])[F:17])[C:35](=[O:41])[O:34][C:30]([CH3:33])([CH3:31])[CH3:32]. The catalyst class is: 10. (6) Reactant: C(OC(N(C[C@@H](C1C=CC=C(Cl)C=1)O)CCC1C=CC(O[C:16]2[CH:25]=[CH:24][C:19]([C:20]([O:22]C)=[O:21])=[CH:18][CH:17]=2)=CC=1)=O)(C)(C)C.[OH-].[Na+]. Product: [C:20]([OH:22])(=[O:21])[C:19]1[CH:24]=[CH:25][CH:16]=[CH:17][CH:18]=1. The catalyst class is: 8. (7) The catalyst class is: 23. Reactant: C(OC([NH:8][C@H:9]1[CH2:13][CH2:12][C@@H:11]([C:14]([N:16]2[CH2:21][CH2:20][CH2:19][C@@H:18]([C@:22]([OH:42])([C:29]3[CH:34]=[CH:33][CH:32]=[CH:31][C:30]=3[O:35][C:36]3[CH:41]=[CH:40][CH:39]=[CH:38][CH:37]=3)[CH2:23][CH2:24][CH2:25][CH2:26][O:27][CH3:28])[CH2:17]2)=[O:15])[CH2:10]1)=O)(C)(C)C.Cl.[OH-].[Na+]. Product: [NH2:8][C@H:9]1[CH2:13][CH2:12][C@@H:11]([C:14]([N:16]2[CH2:21][CH2:20][CH2:19][C@@H:18]([C@:22]([OH:42])([C:29]3[CH:34]=[CH:33][CH:32]=[CH:31][C:30]=3[O:35][C:36]3[CH:37]=[CH:38][CH:39]=[CH:40][CH:41]=3)[CH2:23][CH2:24][CH2:25][CH2:26][O:27][CH3:28])[CH2:17]2)=[O:15])[CH2:10]1. (8) Reactant: Br[C:2]1[CH:11]=[CH:10][C:5]([C:6]([O:8][CH3:9])=[O:7])=[C:4]([F:12])[CH:3]=1.O1C=CC=C1P(C1OC=CC=1)C1OC=CC=1.C[Sn](C)(C)[C:31]1[CH:36]=[CH:35][CH:34]=[CH:33][N:32]=1.C(N(CC)CC)C. Product: [F:12][C:4]1[CH:3]=[C:2]([C:31]2[CH:36]=[CH:35][CH:34]=[CH:33][N:32]=2)[CH:11]=[CH:10][C:5]=1[C:6]([O:8][CH3:9])=[O:7]. The catalyst class is: 533. (9) Reactant: [C:1]1([C@H:7]2[CH2:11][NH:10][CH2:9][C@@H:8]2[CH2:12][OH:13])[CH:6]=[CH:5][CH:4]=[CH:3][CH:2]=1.C(N(CC)CC)C.[C:21](O[C:21]([O:23][C:24]([CH3:27])([CH3:26])[CH3:25])=[O:22])([O:23][C:24]([CH3:27])([CH3:26])[CH3:25])=[O:22]. Product: [C:24]([O:23][C:21]([N:10]1[CH2:11][C@H:7]([C:1]2[CH:2]=[CH:3][CH:4]=[CH:5][CH:6]=2)[C@@H:8]([CH2:12][OH:13])[CH2:9]1)=[O:22])([CH3:27])([CH3:26])[CH3:25]. The catalyst class is: 1. (10) Reactant: Br[CH2:2][CH2:3][O:4][CH2:5][C:6]1[CH:11]=[CH:10][CH:9]=[CH:8][CH:7]=1.[S:12]([O-])([O-:15])(=[O:14])=[O:13].[Na+].[Na+].Cl. Product: [CH2:5]([O:4][CH2:3][CH2:2][S:12]([OH:15])(=[O:14])=[O:13])[C:6]1[CH:11]=[CH:10][CH:9]=[CH:8][CH:7]=1. The catalyst class is: 97.